Dataset: Reaction yield outcomes from USPTO patents with 853,638 reactions. Task: Predict the reaction yield, written as a fraction of the theoretical maximum amount of product (1.0 means a 100% yield; for example, 0.34 means a 34% yield). (1) The reactants are [C:1]([C:4]1[N:5]([CH2:22][C:23]2[CH:32]=[CH:31][C:26]([C:27]([O:29]C)=[O:28])=[CH:25][CH:24]=2)[C:6](=[O:21])[C:7]2[C:12]([C:13]=1[C:14]1[CH:19]=[CH:18][CH:17]=[CH:16][CH:15]=1)=[CH:11][C:10]([Br:20])=[CH:9][CH:8]=2)(=[O:3])[CH3:2].[OH-].[Na+]. The catalyst is CO.O1CCCC1. The product is [C:1]([C:4]1[N:5]([CH2:22][C:23]2[CH:24]=[CH:25][C:26]([C:27]([OH:29])=[O:28])=[CH:31][CH:32]=2)[C:6](=[O:21])[C:7]2[C:12]([C:13]=1[C:14]1[CH:15]=[CH:16][CH:17]=[CH:18][CH:19]=1)=[CH:11][C:10]([Br:20])=[CH:9][CH:8]=2)(=[O:3])[CH3:2]. The yield is 0.940. (2) The catalyst is CC#N. The reactants are [CH3:1][C@H:2]1[NH:7][CH2:6][CH2:5][N:4]([CH:8]2[C:14]3[CH:15]=[CH:16][CH:17]=[CH:18][C:13]=3[CH2:12][CH2:11][CH2:10][CH2:9]2)[CH2:3]1.Br[CH2:20][C:21]([O:23][CH3:24])=[O:22].C(N(C(C)C)CC)(C)C. The yield is 0.996. The product is [CH3:1][C@@H:2]1[CH2:3][N:4]([CH:8]2[C:14]3[CH:15]=[CH:16][CH:17]=[CH:18][C:13]=3[CH2:12][CH2:11][CH2:10][CH2:9]2)[CH2:5][CH2:6][N:7]1[CH2:20][C:21]([O:23][CH3:24])=[O:22]. (3) The yield is 0.800. The product is [Cl:8][C:7]1[C:2]2[N:1]=[N:25][N:13]([C@@H:14]3[CH2:18][C@H:17]([O:19][CH2:20][CH2:21][OH:22])[C@@H:16]([OH:23])[C@H:15]3[OH:24])[C:3]=2[N:4]=[C:5]([S:9][CH2:10][CH2:11][CH3:12])[N:6]=1. The catalyst is C(OCC)(=O)C. The reactants are [NH2:1][C:2]1[C:3]([NH:13][C@@H:14]2[CH2:18][C@H:17]([O:19][CH2:20][CH2:21][OH:22])[C@@H:16]([OH:23])[C@H:15]2[OH:24])=[N:4][C:5]([S:9][CH2:10][CH2:11][CH3:12])=[N:6][C:7]=1[Cl:8].[N:25](OCCC(C)C)=O. (4) No catalyst specified. The yield is 0.880. The reactants are [CH3:1][C:2]1[NH:3][C:4](=O)[C:5]2[S:10][CH:9]=[CH:8][C:6]=2[N:7]=1.O=P(Cl)(Cl)[Cl:14]. The product is [Cl:14][C:4]1[C:5]2[S:10][CH:9]=[CH:8][C:6]=2[N:7]=[C:2]([CH3:1])[N:3]=1. (5) The reactants are [C:1]([C:3]1[CH:4]=[C:5]2[C:10](=[CH:11][C:12]=1F)[O:9][CH2:8][CH2:7][CH:6]2[C:14]([OH:16])=[O:15])#[N:2].C([O-])([O-])=O.[K+].[K+].[Cl:23][C:24]1[CH:41]=[C:40]([Cl:42])[CH:39]=[CH:38][C:25]=1[CH2:26][CH2:27][NH:28][C:29](=[O:37])[C:30]1[CH:35]=[CH:34][C:33]([OH:36])=[CH:32][CH:31]=1. The catalyst is CN1CCCC1=O. The product is [Cl:23][C:24]1[CH:41]=[C:40]([Cl:42])[CH:39]=[CH:38][C:25]=1[CH2:26][CH2:27][NH:28][C:29]([C:30]1[CH:35]=[CH:34][C:33]([O:36][C:12]2[CH:11]=[C:10]3[C:5]([CH:6]([C:14]([OH:16])=[O:15])[CH2:7][CH2:8][O:9]3)=[CH:4][C:3]=2[C:1]#[N:2])=[CH:32][CH:31]=1)=[O:37]. The yield is 0.0520. (6) The reactants are [C:1]1(=[O:8])[O:7][C:5](=[O:6])[CH2:4][CH2:3][CH2:2]1.[CH3:9][C:10]1[CH2:15][CH2:14][CH2:13][C:12]([CH3:17])([CH3:16])[C:11]=1/[CH:18]=[CH:19]/[C:20](/[CH3:29])=[CH:21]/[CH:22]=[CH:23]/[C:24](/[CH3:28])=[CH:25]/[CH2:26][OH:27].C(N(CC)CC)C. The catalyst is ClCCl. The product is [CH3:28]/[C:24](/[CH:23]=[CH:22]/[CH:21]=[C:20](\[CH3:29])/[CH:19]=[CH:18]/[C:11]1[C:12]([CH3:17])([CH3:16])[CH2:13][CH2:14][CH2:15][C:10]=1[CH3:9])=[CH:25]\[CH2:26][O:27][C:5](=[O:6])[CH2:4][CH2:3][CH2:2][C:1]([OH:7])=[O:8]. The yield is 0.780. (7) The reactants are [F:1][C:2]([F:40])([F:39])[C:3]1[CH:38]=[CH:37][C:6]([CH2:7][O:8][C:9]2[CH:14]=[CH:13][C:12]([C:15]3[NH:36][C:18]4=[N:19][CH:20]=[C:21]([CH:23]5[CH2:28][CH2:27][N:26](C(OC(C)(C)C)=O)[CH2:25][CH2:24]5)[CH:22]=[C:17]4[N:16]=3)=[CH:11][CH:10]=2)=[CH:5][CH:4]=1.C(O)(C(F)(F)F)=O.[OH-].[Na+].O. The catalyst is C(Cl)Cl. The product is [NH:26]1[CH2:25][CH2:24][CH:23]([C:21]2[CH:22]=[C:17]3[N:16]=[C:15]([C:12]4[CH:11]=[CH:10][C:9]([O:8][CH2:7][C:6]5[CH:5]=[CH:4][C:3]([C:2]([F:40])([F:1])[F:39])=[CH:38][CH:37]=5)=[CH:14][CH:13]=4)[NH:36][C:18]3=[N:19][CH:20]=2)[CH2:28][CH2:27]1. The yield is 0.310. (8) The reactants are FC(F)(F)S(O[C:7]1[CH:16]=[CH:15][C:14]2[C:9](=[CH:10][CH:11]=[C:12]([Br:17])[CH:13]=2)[CH:8]=1)(=O)=O.[Li+].[Br-].[Br:22][C:23]1[CH:28]=[CH:27][C:26]([Mg]Br)=[CH:25][CH:24]=1.Cl. The catalyst is C1COCC1. The product is [Br:17][C:12]1[CH:11]=[CH:10][C:9]2[C:14](=[CH:15][CH:16]=[C:7]([C:26]3[CH:27]=[CH:28][C:23]([Br:22])=[CH:24][CH:25]=3)[CH:8]=2)[CH:13]=1. The yield is 0.580. (9) The reactants are Cl.O1CCOCC1.CN(C(ON1N=NC2C=CC=NC1=2)=[N+](C)C)C.F[P-](F)(F)(F)(F)F.[C:32]([C:35]1[CH:36]=[CH:37][C:38]([CH3:49])=[C:39]([NH:41][C:42]([C@@H:44]2[CH2:48][CH2:47][CH2:46][NH:45]2)=[O:43])[CH:40]=1)(=[O:34])[CH3:33].Cl.[CH3:51][O:52][C:53]([NH:55][C@H:56]([C:60]1[CH:65]=[CH:64][CH:63]=[CH:62][CH:61]=1)[C:57](O)=[O:58])=[O:54].CCN(C(C)C)C(C)C. The catalyst is CO.CN(C)C=O. The product is [C:32]([C:35]1[CH:36]=[CH:37][C:38]([CH3:49])=[C:39]([NH:41][C:42]([C@@H:44]2[CH2:48][CH2:47][CH2:46][N:45]2[C:57](=[O:58])[C@H:56]([NH:55][C:53](=[O:54])[O:52][CH3:51])[C:60]2[CH:65]=[CH:64][CH:63]=[CH:62][CH:61]=2)=[O:43])[CH:40]=1)(=[O:34])[CH3:33]. The yield is 0.870.